This data is from Full USPTO retrosynthesis dataset with 1.9M reactions from patents (1976-2016). The task is: Predict the reactants needed to synthesize the given product. (1) Given the product [Cl:14][C:4]1[N:3]=[C:2]([NH:15][C:16]2[S:17][C:18]([CH3:21])=[CH:19][N:20]=2)[CH:7]=[C:6]([N:8]2[CH2:12][CH2:11][C@H:10]([F:13])[CH2:9]2)[CH:5]=1, predict the reactants needed to synthesize it. The reactants are: Cl[C:2]1[CH:7]=[C:6]([N:8]2[CH2:12][CH2:11][C@H:10]([F:13])[CH2:9]2)[CH:5]=[C:4]([Cl:14])[N:3]=1.[NH2:15][C:16]1[S:17][C:18]([CH3:21])=[CH:19][N:20]=1.CC1(C)C2C(=C(P(C3C=CC=CC=3)C3C=CC=CC=3)C=CC=2)OC2C(P(C3C=CC=CC=3)C3C=CC=CC=3)=CC=CC1=2.C([O-])([O-])=O.[Na+].[Na+]. (2) Given the product [Cl:7][C:8]1[CH:9]=[C:10]2[C:15](=[CH:16][CH:17]=1)[CH:14]=[C:13]([S:18]([CH2:19][C@@H:20]([NH:39][C:40](=[O:46])[O:41][C:42]([CH3:43])([CH3:45])[CH3:44])[C:21]([N:23]1[CH2:24][CH2:25][CH:26]([N:29]3[CH2:33][C:32]4=[CH:34][N:35]=[C:36]([CH3:37])[N:31]4[C:30]3=[O:38])[CH2:27][CH2:28]1)=[O:22])(=[O:1])=[O:47])[CH:12]=[CH:11]2, predict the reactants needed to synthesize it. The reactants are: [OH:1]OS([O-])=O.[K+].[Cl:7][C:8]1[CH:9]=[C:10]2[C:15](=[CH:16][CH:17]=1)[CH:14]=[C:13]([S:18][CH2:19][C@@H:20]([NH:39][C:40](=[O:46])[O:41][C:42]([CH3:45])([CH3:44])[CH3:43])[C:21]([N:23]1[CH2:28][CH2:27][CH:26]([N:29]3[CH2:33][C:32]4=[CH:34][N:35]=[C:36]([CH3:37])[N:31]4[C:30]3=[O:38])[CH2:25][CH2:24]1)=[O:22])[CH:12]=[CH:11]2.[OH2:47].